This data is from NCI-60 drug combinations with 297,098 pairs across 59 cell lines. The task is: Regression. Given two drug SMILES strings and cell line genomic features, predict the synergy score measuring deviation from expected non-interaction effect. (1) Drug 1: C1=C(C(=O)NC(=O)N1)F. Drug 2: C1C(C(OC1N2C=NC3=C2NC=NCC3O)CO)O. Cell line: SN12C. Synergy scores: CSS=19.2, Synergy_ZIP=-6.52, Synergy_Bliss=-5.23, Synergy_Loewe=-4.69, Synergy_HSA=-2.81. (2) Drug 1: CCC(=C(C1=CC=CC=C1)C2=CC=C(C=C2)OCCN(C)C)C3=CC=CC=C3.C(C(=O)O)C(CC(=O)O)(C(=O)O)O. Drug 2: COC1=NC(=NC2=C1N=CN2C3C(C(C(O3)CO)O)O)N. Cell line: SF-268. Synergy scores: CSS=-2.35, Synergy_ZIP=0.697, Synergy_Bliss=-0.701, Synergy_Loewe=-1.67, Synergy_HSA=-2.11. (3) Drug 1: C1=CN(C(=O)N=C1N)C2C(C(C(O2)CO)O)O.Cl. Drug 2: CC1=C(C(CCC1)(C)C)C=CC(=CC=CC(=CC(=O)O)C)C. Cell line: HOP-62. Synergy scores: CSS=45.1, Synergy_ZIP=-3.18, Synergy_Bliss=-4.29, Synergy_Loewe=-5.32, Synergy_HSA=-4.76. (4) Drug 1: CS(=O)(=O)C1=CC(=C(C=C1)C(=O)NC2=CC(=C(C=C2)Cl)C3=CC=CC=N3)Cl. Drug 2: CCCCC(=O)OCC(=O)C1(CC(C2=C(C1)C(=C3C(=C2O)C(=O)C4=C(C3=O)C=CC=C4OC)O)OC5CC(C(C(O5)C)O)NC(=O)C(F)(F)F)O. Cell line: SK-MEL-5. Synergy scores: CSS=4.03, Synergy_ZIP=1.58, Synergy_Bliss=6.61, Synergy_Loewe=3.40, Synergy_HSA=3.02.